From a dataset of Forward reaction prediction with 1.9M reactions from USPTO patents (1976-2016). Predict the product of the given reaction. (1) Given the reactants [F:1][C:2]1[CH:37]=[CH:36][C:5]([CH2:6][N:7]([CH:22]2[CH2:27][CH2:26][N:25]([CH2:28][CH2:29][CH2:30]C3OCCO3)[CH2:24][CH2:23]2)C(=O)CC2C=CC(OCC(C)C)=CC=2)=[CH:4][CH:3]=1.[C:38]([CH:41]([CH:43](C([O-])=O)[OH:44])O)([O-])=[O:39], predict the reaction product. The product is: [O:39]1[CH2:38][CH2:41][CH2:43][O:44][CH:30]1[CH2:29][CH2:28][N:25]1[CH2:24][CH2:23][CH:22]([NH:7][CH2:6][C:5]2[CH:4]=[CH:3][C:2]([F:1])=[CH:37][CH:36]=2)[CH2:27][CH2:26]1. (2) Given the reactants [CH:1]([N:3]1[CH2:7][C@H:6]([NH:8][S:9]([C:12]2[CH:17]=[CH:16][C:15]([O:18][CH2:19][C:20]3[C:29]4[C:24](=[CH:25][CH:26]=[CH:27][CH:28]=4)[N:23]=[C:22]([CH3:30])[CH:21]=3)=[CH:14][CH:13]=2)(=[O:11])=[O:10])[C@H:5]([C:31](O)=[O:32])[CH2:4]1)=[O:2].[NH2:34][OH:35], predict the reaction product. The product is: [CH:1]([N:3]1[CH2:7][C@H:6]([NH:8][S:9]([C:12]2[CH:17]=[CH:16][C:15]([O:18][CH2:19][C:20]3[C:29]4[C:24](=[CH:25][CH:26]=[CH:27][CH:28]=4)[N:23]=[C:22]([CH3:30])[CH:21]=3)=[CH:14][CH:13]=2)(=[O:10])=[O:11])[C@H:5]([C:31]([NH:34][OH:35])=[O:32])[CH2:4]1)=[O:2]. (3) Given the reactants [CH:1]1([C@H:7]2[CH2:12][C@H:11]([C:13](=[O:20])[CH2:14][C:15](OCC)=[O:16])[CH2:10][CH2:9][N:8]2[C:21]([O:23][CH3:24])=[O:22])[CH2:6][CH2:5][CH2:4][CH2:3][CH2:2]1.[OH-].[Na+].[NH2:27]O.Cl, predict the reaction product. The product is: [CH:1]1([C@H:7]2[CH2:12][C@H:11]([C:13]3[O:20][NH:27][C:15](=[O:16])[CH:14]=3)[CH2:10][CH2:9][N:8]2[C:21]([O:23][CH3:24])=[O:22])[CH2:6][CH2:5][CH2:4][CH2:3][CH2:2]1. (4) Given the reactants [OH:1][C:2]1[CH:10]=[CH:9][CH:8]=[C:7]2[C:3]=1[C:4](=[O:12])O[C:6]2=[O:11].Cl.[NH2:14][CH:15]1[CH2:20][CH2:19][C:18](=[O:21])[NH:17][C:16]1=[O:22], predict the reaction product. The product is: [O:22]=[C:16]1[CH:15]([N:14]2[C:4](=[O:12])[C:3]3[C:7](=[CH:8][CH:9]=[CH:10][C:2]=3[OH:1])[C:6]2=[O:11])[CH2:20][CH2:19][C:18](=[O:21])[NH:17]1. (5) Given the reactants [NH2:1][C:2]1[CH:7]=[CH:6][C:5]([C@@H:8]2[CH2:10][C@H:9]2[NH:11][C:12](=[O:18])[O:13][C:14]([CH3:17])([CH3:16])[CH3:15])=[CH:4][CH:3]=1.[C:19](Cl)(=[O:26])[C:20]1[CH:25]=[CH:24][CH:23]=[CH:22][CH:21]=1.C(N(CC)CC)C.O, predict the reaction product. The product is: [C:20]1([C:19]([NH:1][C:2]2[CH:7]=[CH:6][C:5]([C@@H:8]3[CH2:10][C@H:9]3[NH:11][C:12](=[O:18])[O:13][C:14]([CH3:15])([CH3:17])[CH3:16])=[CH:4][CH:3]=2)=[O:26])[CH:25]=[CH:24][CH:23]=[CH:22][CH:21]=1. (6) Given the reactants [Cl:1][C:2]1[CH:7]=[C:6](Cl)[N:5]=[C:4]([S:9][CH2:10][C:11]2[CH:16]=[CH:15][CH:14]=[C:13]([F:17])[C:12]=2[F:18])[N:3]=1.FC1C(F)=CC=CC=1[CH2:22][S:23]C1N=C(O)C=C(O)N=1.C[S-].[Na+].[Cl-].[NH4+], predict the reaction product. The product is: [Cl:1][C:2]1[CH:7]=[C:6]([S:23][CH3:22])[N:5]=[C:4]([S:9][CH2:10][C:11]2[CH:16]=[CH:15][CH:14]=[C:13]([F:17])[C:12]=2[F:18])[N:3]=1. (7) Given the reactants Cl.[Cl:2][C:3]1[C:8]([C:9]([F:12])([F:11])[F:10])=[CH:7][CH:6]=[CH:5][C:4]=1[C@H:13]([NH2:15])[CH3:14].C([O:20][C:21]([C:23]1[CH:28]=[CH:27][CH:26]=[CH:25][C:24]=1[C:29]1[CH:34]=[CH:33][C:32]([CH2:35][N:36]2[C:44]3[C:39](=[CH:40][C:41]([C:45](O)=[O:46])=[CH:42][CH:43]=3)[C:38]([CH3:48])=[C:37]2[CH3:49])=[CH:31][CH:30]=1)=[O:22])(C)(C)C, predict the reaction product. The product is: [Cl:2][C:3]1[C:8]([C:9]([F:11])([F:12])[F:10])=[CH:7][CH:6]=[CH:5][C:4]=1[C@H:13]([NH:15][C:45]([C:41]1[CH:40]=[C:39]2[C:44](=[CH:43][CH:42]=1)[N:36]([CH2:35][C:32]1[CH:31]=[CH:30][C:29]([C:24]3[C:23]([C:21]([OH:22])=[O:20])=[CH:28][CH:27]=[CH:26][CH:25]=3)=[CH:34][CH:33]=1)[C:37]([CH3:49])=[C:38]2[CH3:48])=[O:46])[CH3:14]. (8) Given the reactants C([O:4][CH2:5][CH2:6][C:7]1[CH:8]=[CH:9][CH:10]=[C:11]2[C:15]=1[NH:14][CH:13]=[C:12]2[C:16](=[O:36])[CH:17]([NH:27][C:28]1[CH:29]=[N:30][CH:31]=[C:32]([O:34][CH3:35])[CH:33]=1)[C:18]1[CH:26]=[C:21]2[CH:22]=[CH:23][CH:24]=[CH:25][N:20]2[N:19]=1)(=O)C.C(=O)([O-])[O-].[K+].[K+], predict the reaction product. The product is: [OH:4][CH2:5][CH2:6][C:7]1[CH:8]=[CH:9][CH:10]=[C:11]2[C:15]=1[NH:14][CH:13]=[C:12]2[C:16](=[O:36])[CH:17]([NH:27][C:28]1[CH:29]=[N:30][CH:31]=[C:32]([O:34][CH3:35])[CH:33]=1)[C:18]1[CH:26]=[C:21]2[CH:22]=[CH:23][CH:24]=[CH:25][N:20]2[N:19]=1. (9) Given the reactants [N:1]1[N:2]=[C:3]([C:19]2[CH:27]=[CH:26][C:22]([C:23](O)=[O:24])=[CH:21][CH:20]=2)[N:4]2[C:10]=1[C:9]1[CH:11]=[CH:12][CH:13]=[CH:14][C:8]=1[NH:7][C:6]1[N:15]=[CH:16][CH:17]=[CH:18][C:5]2=1.CN(C(ON1N=NC2C=CC=CC1=2)=[N+](C)C)C.F[P-](F)(F)(F)(F)F.C(N(CC)CC)C.[NH:59]1[CH2:64][CH2:63][CH:62]([NH:65][C:66](=[O:72])[O:67][C:68]([CH3:71])([CH3:70])[CH3:69])[CH2:61][CH2:60]1, predict the reaction product. The product is: [N:1]1[N:2]=[C:3]([C:19]2[CH:27]=[CH:26][C:22]([C:23]([N:59]3[CH2:60][CH2:61][CH:62]([NH:65][C:66](=[O:72])[O:67][C:68]([CH3:69])([CH3:71])[CH3:70])[CH2:63][CH2:64]3)=[O:24])=[CH:21][CH:20]=2)[N:4]2[C:10]=1[C:9]1[CH:11]=[CH:12][CH:13]=[CH:14][C:8]=1[NH:7][C:6]1[N:15]=[CH:16][CH:17]=[CH:18][C:5]2=1. (10) Given the reactants [N:1]1([C:8]([C:14]2[CH:19]=[CH:18][CH:17]=[CH:16][CH:15]=2)([CH3:13])[C:9]([O:11][CH3:12])=[O:10])[CH2:7][CH2:6][CH2:5][CH2:4][CH2:3][CH2:2]1.[N:20]12[CH2:27]C[CH:23]([CH2:24][CH2:25]1)[C@@H:22](O)[CH2:21]2, predict the reaction product. The product is: [N:1]1([C:8]([C:14]2[CH:15]=[CH:16][CH:17]=[CH:18][CH:19]=2)([CH3:13])[C:9]([O:11][C@@H:12]2[CH:23]3[CH2:24][CH2:25][N:20]([CH2:21][CH2:22]3)[CH2:27]2)=[O:10])[CH2:7][CH2:6][CH2:5][CH2:4][CH2:3][CH2:2]1.